Dataset: Forward reaction prediction with 1.9M reactions from USPTO patents (1976-2016). Task: Predict the product of the given reaction. (1) Given the reactants [S:1]1[C:5]2[CH:6]=[C:7]([C:10]3[O:14][C:13]([SH:15])=[N:12][N:11]=3)[CH:8]=[CH:9][C:4]=2[N:3]=[CH:2]1.[CH3:16][S:17][C:18]1[CH:25]=[CH:24][C:21]([CH2:22]Cl)=[CH:20][C:19]=1[C:26]([F:29])([F:28])[F:27], predict the reaction product. The product is: [CH3:16][S:17][C:18]1[CH:25]=[CH:24][C:21]([CH2:22][S:15][C:13]2[O:14][C:10]([C:7]3[CH:8]=[CH:9][C:4]4[N:3]=[CH:2][S:1][C:5]=4[CH:6]=3)=[N:11][N:12]=2)=[CH:20][C:19]=1[C:26]([F:27])([F:29])[F:28]. (2) Given the reactants C([O:5][C:6](=[O:36])[CH2:7][N:8]1[C:16]2[C:11](=[CH:12][CH:13]=[C:14]([O:17][CH2:18][C:19]3[C:20]([CH3:35])=[N:21][C:22]([C:25]4[CH:30]=[CH:29][C:28]([C:31]([F:34])([F:33])[F:32])=[CH:27][CH:26]=4)=[CH:23][CH:24]=3)[CH:15]=2)[CH:10]=[CH:9]1)(C)(C)C.[Li+].[OH-].Cl, predict the reaction product. The product is: [CH3:35][C:20]1[C:19]([CH2:18][O:17][C:14]2[CH:15]=[C:16]3[C:11]([CH:10]=[CH:9][N:8]3[CH2:7][C:6]([OH:36])=[O:5])=[CH:12][CH:13]=2)=[CH:24][CH:23]=[C:22]([C:25]2[CH:26]=[CH:27][C:28]([C:31]([F:33])([F:32])[F:34])=[CH:29][CH:30]=2)[N:21]=1. (3) Given the reactants O[CH2:2][CH2:3][CH:4]([C:6]1[C:11]([O:12][CH2:13][O:14][CH3:15])=[CH:10][CH:9]=[CH:8][C:7]=1[OH:16])[CH3:5].C1(P(C2C=CC=CC=2)C2C=CC=CC=2)C=CC=CC=1.CC(OC(/N=N/C(OC(C)C)=O)=O)C, predict the reaction product. The product is: [CH3:15][O:14][CH2:13][O:12][C:11]1[CH:10]=[CH:9][CH:8]=[C:7]2[C:6]=1[CH:4]([CH3:5])[CH2:3][CH2:2][O:16]2. (4) Given the reactants C(O)CCCCCC[CH2:8][CH2:9][CH3:10].[OH-:12].[Ca+2].[OH-:14].[C:15](=O)=O.[CH3:18][C:19]([CH2:21]C1C(=O)OC(=O)C1)=[CH2:20], predict the reaction product. The product is: [CH3:18][C:19]([O:12][O:14][C:9]([CH3:8])([CH3:10])[CH3:15])([CH3:21])[CH3:20]. (5) Given the reactants [CH2:1]([C:3]([C:13]1[C:21]2[C:16](=[C:17]([NH2:22])[CH:18]=[CH:19][CH:20]=2)[NH:15][CH:14]=1)([C:6]1[CH:11]=[CH:10][C:9]([F:12])=[CH:8][CH:7]=1)[CH2:4][CH3:5])[CH3:2].[CH2:23]([S:25](Cl)(=[O:27])=[O:26])[CH3:24].N1C=CC=CC=1.C(=O)(O)[O-].[Na+], predict the reaction product. The product is: [CH2:1]([C:3]([C:13]1[C:21]2[C:16](=[C:17]([NH:22][S:25]([CH2:23][CH3:24])(=[O:27])=[O:26])[CH:18]=[CH:19][CH:20]=2)[NH:15][CH:14]=1)([C:6]1[CH:7]=[CH:8][C:9]([F:12])=[CH:10][CH:11]=1)[CH2:4][CH3:5])[CH3:2]. (6) Given the reactants C([C@@H]([C@H](C(O)=O)O)O)(O)=O.[CH:11]([O:14][C:15]([C@@H:17]([NH:19][P@:20]([CH2:29][O:30][C@H:31]([CH3:43])[CH2:32][N:33]1[CH:41]=[N:40][C:39]2[C:34]1=[N:35][CH:36]=[N:37][C:38]=2[NH2:42])([O:22][C:23]1[CH:28]=[CH:27][CH:26]=[CH:25][CH:24]=1)=[O:21])[CH3:18])=[O:16])([CH3:13])[CH3:12].N, predict the reaction product. The product is: [CH:11]([O:14][C:15]([C@@H:17]([NH:19][P@:20]([CH2:29][O:30][C@H:31]([CH3:43])[CH2:32][N:33]1[CH:41]=[N:40][C:39]2[C:34]1=[N:35][CH:36]=[N:37][C:38]=2[NH2:42])([O:22][C:23]1[CH:28]=[CH:27][CH:26]=[CH:25][CH:24]=1)=[O:21])[CH3:18])=[O:16])([CH3:12])[CH3:13]. (7) Given the reactants O[CH:2]([CH:8]1[CH2:13][CH2:12][N:11]([C:14]([O:16][C:17]([CH3:20])([CH3:19])[CH3:18])=[O:15])[CH2:10][CH2:9]1)[CH2:3][CH2:4][CH2:5][CH:6]=[CH2:7].C(Br)(Br)(Br)[Br:22].C1(P(C2C=CC=CC=2)C2C=CC=CC=2)C=CC=CC=1, predict the reaction product. The product is: [Br:22][CH:2]([CH:8]1[CH2:13][CH2:12][N:11]([C:14]([O:16][C:17]([CH3:20])([CH3:19])[CH3:18])=[O:15])[CH2:10][CH2:9]1)[CH2:3][CH2:4][CH2:5][CH:6]=[CH2:7]. (8) Given the reactants O[C:2]1[CH:3]=[N:4][CH:5]=[CH:6][CH:7]=1.[H-].[Na+].Cl[C:11]1[N:16]=[C:15]([N:17]2[CH2:22][CH2:21][O:20][CH2:19][CH2:18]2)[CH:14]=[C:13]([Cl:23])[N:12]=1, predict the reaction product. The product is: [Cl:23][C:13]1[N:12]=[C:11]([C:2]2[CH:3]=[N:4][CH:5]=[CH:6][CH:7]=2)[N:16]=[C:15]([N:17]2[CH2:22][CH2:21][O:20][CH2:19][CH2:18]2)[CH:14]=1. (9) The product is: [Cl:1][C:2]1[N:7]2[N:8]=[C:9]([C:15]3[O:16][CH:17]=[CH:18][C:19]=3[CH3:20])[C:10]([C:11](=[O:14])[C:12]#[CH:13])=[C:6]2[CH:5]=[CH:4][CH:3]=1. Given the reactants [Cl:1][C:2]1[N:7]2[N:8]=[C:9]([C:15]3[O:16][CH:17]=[CH:18][C:19]=3[CH3:20])[C:10]([CH:11]([OH:14])[C:12]#[CH:13])=[C:6]2[CH:5]=[CH:4][CH:3]=1, predict the reaction product. (10) Given the reactants [Cl:1][C:2]1[CH:3]=[CH:4][C:5]2[O:10][C:9](=[O:11])[NH:8][C:7](=[O:12])[C:6]=2[CH:13]=1.CN(C=O)C.[Br:19][CH2:20][CH2:21][CH2:22][CH2:23][CH2:24][CH2:25][CH2:26][CH2:27][CH2:28][CH2:29]Br.C(N(C(C)C)CC)(C)C, predict the reaction product. The product is: [Cl:1][C:2]1[CH:3]=[CH:4][C:5]2[O:10][C:9](=[O:11])[N:8]([CH2:29][CH2:28][CH2:27][CH2:26][CH2:25][CH2:24][CH2:23][CH2:22][CH2:21][CH2:20][Br:19])[C:7](=[O:12])[C:6]=2[CH:13]=1.